This data is from Full USPTO retrosynthesis dataset with 1.9M reactions from patents (1976-2016). The task is: Predict the reactants needed to synthesize the given product. (1) Given the product [Cl:1][C:2]1[C:14]2[C:13](=[O:15])[C:12]3[CH:11]=[N:10][CH:9]=[CH:8][C:7]=3[C:6]=2[C:5]2[CH:16]=[CH:17][C:18]([O:20][CH:22]([CH3:24])[CH3:23])=[CH:19][C:4]=2[N:3]=1, predict the reactants needed to synthesize it. The reactants are: [Cl:1][C:2]1[C:14]2[C:13](=[O:15])[C:12]3[CH:11]=[N:10][CH:9]=[CH:8][C:7]=3[C:6]=2[C:5]2[CH:16]=[CH:17][C:18]([OH:20])=[CH:19][C:4]=2[N:3]=1.Br[CH:22]([CH3:24])[CH3:23]. (2) Given the product [CH2:1]([O:3][C:4]([C@@:6]1([NH:11][C:12]([C@@H:14]2[CH2:18][C@@H:17]([O:19][C:43](=[O:44])[C:42]3[CH:41]=[CH:40][C:39]([N+:36]([O-:38])=[O:37])=[CH:47][CH:46]=3)[CH2:16][N:15]2[C:20]([O:22][C:23]([CH3:25])([CH3:24])[CH3:26])=[O:21])=[O:13])[CH2:8][C@H:7]1[CH:9]=[CH2:10])=[O:5])[CH3:2], predict the reactants needed to synthesize it. The reactants are: [CH2:1]([O:3][C:4]([C@@:6]1([NH:11][C:12]([C@@H:14]2[CH2:18][C@@H:17]([OH:19])[CH2:16][N:15]2[C:20]([O:22][C:23]([CH3:26])([CH3:25])[CH3:24])=[O:21])=[O:13])[CH2:8][C@H:7]1[CH:9]=[CH2:10])=[O:5])[CH3:2].C(N(C(C)C)CC)(C)C.[N+:36]([C:39]1[CH:47]=[CH:46][C:42]([C:43](Cl)=[O:44])=[CH:41][CH:40]=1)([O-:38])=[O:37].